Dataset: Forward reaction prediction with 1.9M reactions from USPTO patents (1976-2016). Task: Predict the product of the given reaction. Given the reactants [CH3:1][O:2][C:3](=[CH2:8])[C:4]([O:6][CH3:7])=[O:5].[CH3:9][SH:10].[Na].O, predict the reaction product. The product is: [CH3:1][O:2][CH:3]([CH2:8][S:10][CH3:9])[C:4]([O:6][CH3:7])=[O:5].